Task: Predict the reactants needed to synthesize the given product.. Dataset: Full USPTO retrosynthesis dataset with 1.9M reactions from patents (1976-2016) The reactants are: [O:1]1[CH2:6][CH2:5][CH:4]([CH:7]=[O:8])[CH2:3][CH2:2]1.[F-].C([N+](CCCC)(CCCC)CCCC)CCC.[F:27][C:28]([Si](C)(C)C)([F:30])[F:29]. Given the product [F:27][C:28]([F:30])([F:29])[CH:7]([CH:4]1[CH2:5][CH2:6][O:1][CH2:2][CH2:3]1)[OH:8], predict the reactants needed to synthesize it.